This data is from Forward reaction prediction with 1.9M reactions from USPTO patents (1976-2016). The task is: Predict the product of the given reaction. (1) Given the reactants [CH:1]([Si:4]([CH:36]([CH3:38])[CH3:37])([CH:33]([CH3:35])[CH3:34])[O:5][CH2:6][C@@H:7]1[CH2:11][CH2:10][CH2:9][N:8]1[C:12]1[N:16]2[CH:17]=[C:18]([O:21][C@H:22]3[C:31]4[C:26](=[CH:27][CH:28]=[CH:29][CH:30]=4)[C@@H:25]([NH2:32])[CH2:24][CH2:23]3)[CH:19]=[CH:20][C:15]2=[N:14][N:13]=1)([CH3:3])[CH3:2].ClC(Cl)(Cl)C[O:42][C:43](=O)[NH:44][C:45]1[N:46]([C:54]2[CH:59]=[CH:58][C:57]([CH3:60])=[CH:56][CH:55]=2)[N:47]=[C:48]([C:50]([CH3:53])([CH3:52])[CH3:51])[CH:49]=1.CCN(C(C)C)C(C)C.N, predict the reaction product. The product is: [C:50]([C:48]1[CH:49]=[C:45]([NH:44][C:43]([NH:32][C@@H:25]2[C:26]3[C:31](=[CH:30][CH:29]=[CH:28][CH:27]=3)[C@H:22]([O:21][C:18]3[CH:19]=[CH:20][C:15]4[N:16]([C:12]([N:8]5[CH2:9][CH2:10][CH2:11][C@H:7]5[CH2:6][O:5][Si:4]([CH:1]([CH3:2])[CH3:3])([CH:33]([CH3:35])[CH3:34])[CH:36]([CH3:38])[CH3:37])=[N:13][N:14]=4)[CH:17]=3)[CH2:23][CH2:24]2)=[O:42])[N:46]([C:54]2[CH:59]=[CH:58][C:57]([CH3:60])=[CH:56][CH:55]=2)[N:47]=1)([CH3:53])([CH3:51])[CH3:52]. (2) Given the reactants [Br:1][C:2]1[C:3]([CH3:11])=[C:4]([CH:8]=[CH:9][CH:10]=1)[C:5]([OH:7])=O.[F:12][C:13]1([F:31])[CH2:18][CH2:17][C:16]([CH2:29][NH2:30])([C:19]2[CH:20]=[N:21][C:22]([C:25]([F:28])([F:27])[F:26])=[CH:23][CH:24]=2)[CH2:15][CH2:14]1, predict the reaction product. The product is: [Br:1][C:2]1[C:3]([CH3:11])=[C:4]([CH:8]=[CH:9][CH:10]=1)[C:5]([NH:30][CH2:29][C:16]1([C:19]2[CH:20]=[N:21][C:22]([C:25]([F:28])([F:26])[F:27])=[CH:23][CH:24]=2)[CH2:17][CH2:18][C:13]([F:12])([F:31])[CH2:14][CH2:15]1)=[O:7]. (3) Given the reactants [F:1][CH:2]([F:27])[O:3][C:4]1[CH:5]=[C:6]([C:11]2[O:12][CH:13]=[C:14]([CH2:16][NH:17][C:18](=[O:26])[C:19]3[C:24]([CH3:25])=[CH:23][CH:22]=[CH:21][N:20]=3)[N:15]=2)[CH:7]=[CH:8][C:9]=1[OH:10].[CH2:28](Br)[CH:29]([CH3:31])[CH3:30], predict the reaction product. The product is: [F:27][CH:2]([F:1])[O:3][C:4]1[CH:5]=[C:6]([C:11]2[O:12][CH:13]=[C:14]([CH2:16][NH:17][C:18](=[O:26])[C:19]3[C:24]([CH3:25])=[CH:23][CH:22]=[CH:21][N:20]=3)[N:15]=2)[CH:7]=[CH:8][C:9]=1[O:10][CH2:28][CH:29]([CH3:31])[CH3:30].